This data is from NCI-60 drug combinations with 297,098 pairs across 59 cell lines. The task is: Regression. Given two drug SMILES strings and cell line genomic features, predict the synergy score measuring deviation from expected non-interaction effect. (1) Drug 1: CN(C)C1=NC(=NC(=N1)N(C)C)N(C)C. Drug 2: CCN(CC)CCNC(=O)C1=C(NC(=C1C)C=C2C3=C(C=CC(=C3)F)NC2=O)C. Cell line: IGROV1. Synergy scores: CSS=0.228, Synergy_ZIP=-1.19, Synergy_Bliss=-2.77, Synergy_Loewe=-5.86, Synergy_HSA=-3.49. (2) Drug 1: C1=CN(C(=O)N=C1N)C2C(C(C(O2)CO)O)O.Cl. Drug 2: CC1C(C(CC(O1)OC2CC(CC3=C2C(=C4C(=C3O)C(=O)C5=CC=CC=C5C4=O)O)(C(=O)C)O)N)O. Cell line: SR. Synergy scores: CSS=36.5, Synergy_ZIP=-17.4, Synergy_Bliss=-25.7, Synergy_Loewe=-22.6, Synergy_HSA=-20.8. (3) Drug 2: CCC1(C2=C(COC1=O)C(=O)N3CC4=CC5=C(C=CC(=C5CN(C)C)O)N=C4C3=C2)O.Cl. Synergy scores: CSS=15.1, Synergy_ZIP=-4.49, Synergy_Bliss=-3.15, Synergy_Loewe=-58.9, Synergy_HSA=-3.04. Drug 1: COC1=NC(=NC2=C1N=CN2C3C(C(C(O3)CO)O)O)N. Cell line: TK-10. (4) Drug 1: CCC1(CC2CC(C3=C(CCN(C2)C1)C4=CC=CC=C4N3)(C5=C(C=C6C(=C5)C78CCN9C7C(C=CC9)(C(C(C8N6C=O)(C(=O)OC)O)OC(=O)C)CC)OC)C(=O)OC)O.OS(=O)(=O)O. Drug 2: CC1CCC2CC(C(=CC=CC=CC(CC(C(=O)C(C(C(=CC(C(=O)CC(OC(=O)C3CCCCN3C(=O)C(=O)C1(O2)O)C(C)CC4CCC(C(C4)OC)O)C)C)O)OC)C)C)C)OC. Cell line: HCT116. Synergy scores: CSS=2.86, Synergy_ZIP=-1.85, Synergy_Bliss=-0.874, Synergy_Loewe=-9.33, Synergy_HSA=-4.67.